Dataset: Catalyst prediction with 721,799 reactions and 888 catalyst types from USPTO. Task: Predict which catalyst facilitates the given reaction. (1) Reactant: [Br:1][C:2]1[CH:3]=[C:4]([CH:11]([NH:14][C:15]([CH3:18])([CH3:17])[CH3:16])[CH2:12][OH:13])[CH:5]=[C:6]([C:9]#[N:10])[C:7]=1[NH2:8].[C:19]([C@@:27]([C:42]([OH:44])=[O:43])([OH:41])[C@@:28]([C:33](=[O:40])[C:34]1[CH:39]=[CH:38][CH:37]=[CH:36][CH:35]=1)([OH:32])[C:29]([OH:31])=[O:30])(=[O:26])[C:20]1[CH:25]=[CH:24][CH:23]=[CH:22][CH:21]=1.C(OCC)C. Product: [C:33]([C@@:28]([C:29]([OH:31])=[O:30])([OH:32])[C@@:27]([C:19](=[O:26])[C:20]1[CH:25]=[CH:24][CH:23]=[CH:22][CH:21]=1)([OH:41])[C:42]([OH:44])=[O:43])(=[O:40])[C:34]1[CH:39]=[CH:38][CH:37]=[CH:36][CH:35]=1.[Br:1][C:2]1[CH:3]=[C:4]([CH:11]([NH:14][C:15]([CH3:18])([CH3:17])[CH3:16])[CH2:12][OH:13])[CH:5]=[C:6]([C:9]#[N:10])[C:7]=1[NH2:8]. The catalyst class is: 8. (2) Reactant: ClC(OCC)=O.[C:7]([O:11][C:12]([NH:14][CH2:15][C:16]1[CH:17]=[C:18]([CH:22]=[CH:23][CH:24]=1)[C:19](O)=[O:20])=[O:13])([CH3:10])([CH3:9])[CH3:8].C(N(CC)CC)C.[BH4-].[Li+].S([O-])(O)(=O)=O.[Na+].C(=O)([O-])O.[Na+]. Product: [C:7]([O:11][C:12](=[O:13])[NH:14][CH2:15][C:16]1[CH:24]=[CH:23][CH:22]=[C:18]([CH2:19][OH:20])[CH:17]=1)([CH3:10])([CH3:8])[CH3:9]. The catalyst class is: 30. (3) Reactant: [Cl:1][C:2]1[CH:3]=[C:4]2[C:9](=[CH:10][C:11]=1[C:12]([OH:14])=O)[N:8]=[CH:7][N:6]=[C:5]2[NH:15][CH:16]([C:18]1[NH:22][C:21]2[CH:23]=[CH:24][C:25]([Cl:27])=[CH:26][C:20]=2[N:19]=1)[CH3:17].FC1C(OC(N(C)C)=[N+](C)C)=C(F)C(F)=C(F)C=1F.F[P-](F)(F)(F)(F)F.C(N(C(C)C)CC)(C)C.[CH2:63]=[C:64]1[CH2:69][CH2:68][NH:67][CH2:66][CH2:65]1. Product: [Cl:1][C:2]1[CH:3]=[C:4]2[C:9](=[CH:10][C:11]=1[C:12]([N:67]1[CH2:68][CH2:69][C:64](=[CH2:63])[CH2:65][CH2:66]1)=[O:14])[N:8]=[CH:7][N:6]=[C:5]2[NH:15][CH:16]([C:18]1[NH:22][C:21]2[CH:23]=[CH:24][C:25]([Cl:27])=[CH:26][C:20]=2[N:19]=1)[CH3:17]. The catalyst class is: 16. (4) Reactant: O1CCCC1.[CH2:6]([O:10][C:11]1[CH:16]=[CH:15][C:14]([CH2:17][C:18](Cl)=[N:19][OH:20])=[CH:13][CH:12]=1)[CH2:7][CH2:8][CH3:9].[C:22]([C:24]1[C:25]([NH2:30])=[N:26][CH:27]=[CH:28][CH:29]=1)#[CH:23].C(N(CC)CC)C. Product: [CH2:6]([O:10][C:11]1[CH:16]=[CH:15][C:14]([CH2:17][C:18]2[CH:23]=[C:22]([C:24]3[C:25]([NH2:30])=[N:26][CH:27]=[CH:28][CH:29]=3)[O:20][N:19]=2)=[CH:13][CH:12]=1)[CH2:7][CH2:8][CH3:9]. The catalyst class is: 6. (5) The catalyst class is: 73. Reactant: [Br:1][C:2]1[CH:3]=[CH:4][CH:5]=[C:6]2[C:11]=1[N:10]=[C:9](Cl)[CH:8]=[N:7]2.[CH3:13][O:14][C:15]1[CH:16]=[C:17](B(O)O)[CH:18]=[C:19]([O:23][CH3:24])[C:20]=1[O:21][CH3:22].C([O-])([O-])=O.[Na+].[Na+]. Product: [Br:1][C:2]1[CH:3]=[CH:4][CH:5]=[C:6]2[C:11]=1[N:10]=[C:9]([C:17]1[CH:18]=[C:19]([O:23][CH3:24])[C:20]([O:21][CH3:22])=[C:15]([O:14][CH3:13])[CH:16]=1)[CH:8]=[N:7]2.